This data is from Forward reaction prediction with 1.9M reactions from USPTO patents (1976-2016). The task is: Predict the product of the given reaction. (1) Given the reactants [CH3:1][Mg]I.[C:4]1([CH:10]([C:16]2[CH:21]=[CH:20][CH:19]=[CH:18][CH:17]=2)[N:11]2[CH2:14][C:13](=[O:15])[CH2:12]2)[CH:9]=[CH:8][CH:7]=[CH:6][CH:5]=1, predict the reaction product. The product is: [C:16]1([CH:10]([C:4]2[CH:5]=[CH:6][CH:7]=[CH:8][CH:9]=2)[N:11]2[CH2:14][C:13]([CH3:1])([OH:15])[CH2:12]2)[CH:17]=[CH:18][CH:19]=[CH:20][CH:21]=1. (2) The product is: [OH:20][CH2:19][C:16]1[CH:17]=[CH:18][C:11]2[CH2:10][CH2:9][N:8]([C:6]([O:5][C:1]([CH3:2])([CH3:3])[CH3:4])=[O:7])[CH2:14][CH2:13][C:12]=2[CH:15]=1. Given the reactants [C:1]([O:5][C:6]([N:8]1[CH2:14][CH2:13][C:12]2[CH:15]=[C:16]([C:19](O)=[O:20])[CH:17]=[CH:18][C:11]=2[CH2:10][CH2:9]1)=[O:7])([CH3:4])([CH3:3])[CH3:2], predict the reaction product. (3) Given the reactants [CH3:1][O:2][C:3]1[CH:11]=[C:10]2[C:6]([C:7]([CH3:15])=[C:8]([C:12]([OH:14])=O)[NH:9]2)=[CH:5][CH:4]=1.[C:16]([O:20][C:21]([CH3:24])([CH3:23])[CH3:22])(=[O:19])[NH:17][NH2:18].ON1C2C=CC=CC=2N=N1.CN1CCOCC1.CCN=C=NCCCN(C)C.Cl, predict the reaction product. The product is: [CH3:1][O:2][C:3]1[CH:11]=[C:10]2[C:6]([C:7]([CH3:15])=[C:8]([C:12]([NH:18][NH:17][C:16]([O:20][C:21]([CH3:24])([CH3:23])[CH3:22])=[O:19])=[O:14])[NH:9]2)=[CH:5][CH:4]=1. (4) Given the reactants [O:1]1[C:5]2[CH:6]=[CH:7][CH:8]=[CH:9][C:4]=2[CH:3]=[C:2]1[CH:10]=[N:11][S:12]([C:15]1[CH:25]=[CH:24][C:18]2[O:19][CH2:20][CH2:21][CH2:22][O:23][C:17]=2[CH:16]=1)(=[O:14])=[O:13].[S:26]1[CH:30]=[CH:29][C:28](B(O)O)=[CH:27]1, predict the reaction product. The product is: [O:1]1[C:5]2[CH:6]=[CH:7][CH:8]=[CH:9][C:4]=2[CH:3]=[C:2]1[CH:10]([C:28]1[CH:29]=[CH:30][S:26][CH:27]=1)[NH:11][S:12]([C:15]1[CH:25]=[CH:24][C:18]2[O:19][CH2:20][CH2:21][CH2:22][O:23][C:17]=2[CH:16]=1)(=[O:13])=[O:14]. (5) Given the reactants [F:1][C:2]([F:36])([F:35])[C:3]([N:5]1[CH:10]2[CH2:11][CH2:12][CH:6]1[CH2:7][C:8](=[C:13]1[C:26]3[CH:25]=[CH:24][CH:23]=[C:22](OS(C(F)(F)F)(=O)=O)[C:21]=3[O:20][C:19]3[C:14]1=[CH:15][CH:16]=[CH:17][CH:18]=3)[CH2:9]2)=[O:4].[NH2:37][C:38]1[CH:43]=[CH:42][CH:41]=[CH:40][CH:39]=1.CC(C)([O-])C.[Na+], predict the reaction product. The product is: [F:35][C:2]([F:36])([F:1])[C:3]([N:5]1[CH:6]2[CH2:12][CH2:11][CH:10]1[CH2:9][C:8](=[C:13]1[C:26]3[CH:25]=[CH:24][CH:23]=[C:22]([NH:37][C:38]4[CH:43]=[CH:42][CH:41]=[CH:40][CH:39]=4)[C:21]=3[O:20][C:19]3[C:14]1=[CH:15][CH:16]=[CH:17][CH:18]=3)[CH2:7]2)=[O:4].